Task: Predict the product of the given reaction.. Dataset: Forward reaction prediction with 1.9M reactions from USPTO patents (1976-2016) Given the reactants [K+].[C:2]([O:6][C:7]([N:9]1[CH2:14][CH2:13][N:12]([C:15]2[CH:20]=[CH:19][C:18]([C:21]3[O:25][C:24]([C:26]4[CH:34]=[CH:33][CH:32]=[C:31]5[C:27]=4[CH:28]=[CH:29][NH:30]5)=[N:23][C:22]=3[C:35]([O-])=[O:36])=[CH:17][CH:16]=2)[CH2:11][CH2:10]1)=[O:8])([CH3:5])([CH3:4])[CH3:3].O.OC1C2N=N[NH:45]C=2C=CC=1.Cl.CN(C)CCCN=C=NCC.N.O1CCOCC1, predict the reaction product. The product is: [C:35]([C:22]1[N:23]=[C:24]([C:26]2[CH:34]=[CH:33][CH:32]=[C:31]3[C:27]=2[CH:28]=[CH:29][NH:30]3)[O:25][C:21]=1[C:18]1[CH:19]=[CH:20][C:15]([N:12]2[CH2:13][CH2:14][N:9]([C:7]([O:6][C:2]([CH3:4])([CH3:5])[CH3:3])=[O:8])[CH2:10][CH2:11]2)=[CH:16][CH:17]=1)(=[O:36])[NH2:45].